Dataset: Catalyst prediction with 721,799 reactions and 888 catalyst types from USPTO. Task: Predict which catalyst facilitates the given reaction. (1) Reactant: [N:1]1([CH2:8][C:9]2[CH:10]=[C:11]([C:15]3[CH:19]=[C:18]([CH2:20][CH:21]([CH3:23])[CH3:22])[S:17][C:16]=3[S:24]([NH:27]C(C)(C)C)(=[O:26])=[O:25])[CH:12]=[CH:13][CH:14]=2)[C:5](=[O:6])[CH2:4][CH2:3][C:2]1=[O:7].B(Cl)(Cl)Cl.N1(C2C=CC=CN=2)CCCC1.Cl[C:48]([O:50][CH2:51][CH2:52][CH2:53][CH3:54])=[O:49].C(O)(=O)CC(CC(O)=O)(C(O)=O)O. Product: [CH2:51]([O:50][C:48]([NH:27][S:24]([C:16]1[S:17][C:18]([CH2:20][CH:21]([CH3:23])[CH3:22])=[CH:19][C:15]=1[C:11]1[CH:12]=[CH:13][CH:14]=[C:9]([CH2:8][N:1]2[C:5](=[O:6])[CH2:4][CH2:3][C:2]2=[O:7])[CH:10]=1)(=[O:25])=[O:26])=[O:49])[CH2:52][CH2:53][CH3:54]. The catalyst class is: 2. (2) Reactant: [CH3:1][CH2:2]CCCC.[CH2:7]([Li])[CH2:8]CC.[CH:12]1([Ru:17][CH:18]2[CH:22]=[CH:21][CH:20]=[CH:19]2)[CH:16]=[CH:15][CH:14]=[CH:13]1.C(Br)C. Product: [CH2:1]([C:18]1([Ru:17][C:12]2([CH2:7][CH3:8])[CH:13]=[CH:14][CH:15]=[CH:16]2)[CH:22]=[CH:21][CH:20]=[CH:19]1)[CH3:2]. The catalyst class is: 132. (3) Reactant: [F:1][C:2]1[C:58]([F:59])=[C:57]([O:60][CH3:61])[CH:56]=[CH:55][C:3]=1[CH2:4][C:5]1[C:6]([O:14][C@:15]2([O:45][C@H:44]([CH2:46][O:47]CC3C=CC=CC=3)[C@@H:35]([O:36]CC3C=CC=CC=3)[C@H:26]([O:27]CC3C=CC=CC=3)[C@H:17]2[O:18]CC2C=CC=CC=2)[OH:16])=[N:7][N:8]([CH:11]([CH3:13])[CH3:12])[C:9]=1[CH3:10]. Product: [F:1][C:2]1[C:58]([F:59])=[C:57]([O:60][CH3:61])[CH:56]=[CH:55][C:3]=1[CH2:4][C:5]1[C:6]([O:14][C@:15]2([O:45][C@H:44]([CH2:46][OH:47])[C@@H:35]([OH:36])[C@H:26]([OH:27])[C@H:17]2[OH:18])[OH:16])=[N:7][N:8]([CH:11]([CH3:13])[CH3:12])[C:9]=1[CH3:10]. The catalyst class is: 50.